Dataset: Peptide-MHC class I binding affinity with 185,985 pairs from IEDB/IMGT. Task: Regression. Given a peptide amino acid sequence and an MHC pseudo amino acid sequence, predict their binding affinity value. This is MHC class I binding data. The peptide sequence is TKITFALKK. The MHC is HLA-A03:01 with pseudo-sequence HLA-A03:01. The binding affinity (normalized) is 0.0216.